Task: Predict which catalyst facilitates the given reaction.. Dataset: Catalyst prediction with 721,799 reactions and 888 catalyst types from USPTO (1) Reactant: [C:1]([N:5]([C:19]([C:21]1[CH:48]=[CH:47][C:24]2[N:25]=[CH:26][N:27](C(C3C=CC=CC=3)(C3C=CC=CC=3)C3C=CC=CC=3)[C:23]=2[CH:22]=1)=[O:20])[NH:6][C:7](=[O:18])[C:8]1[CH:13]=[CH:12][CH:11]=[C:10]([O:14][CH3:15])[C:9]=1[CH2:16][CH3:17])([CH3:4])([CH3:3])[CH3:2].C1(C(C2C=CC=CC=2)C2C=CC=CC=2)C=CC=CC=1.[OH-].[K+].O. Product: [C:1]([N:5]([C:19]([C:21]1[CH:48]=[CH:47][C:24]2[N:25]=[CH:26][NH:27][C:23]=2[CH:22]=1)=[O:20])[NH:6][C:7](=[O:18])[C:8]1[CH:13]=[CH:12][CH:11]=[C:10]([O:14][CH3:15])[C:9]=1[CH2:16][CH3:17])([CH3:2])([CH3:3])[CH3:4]. The catalyst class is: 19. (2) Reactant: [NH2:1][NH2:2].CO[C:5]1[CH:6]([CH3:19])[N:7]([C:12]([O:14][C:15]([CH3:18])([CH3:17])[CH3:16])=[O:13])[CH2:8][CH2:9][CH2:10][N:11]=1.C(N(CC)CC)C.[F:27][C:28]([F:39])([F:38])[C:29](O[C:29](=O)[C:28]([F:39])([F:38])[F:27])=O. Product: [CH3:19][CH:6]1[N:7]([C:12]([O:14][C:15]([CH3:18])([CH3:17])[CH3:16])=[O:13])[CH2:8][CH2:9][CH2:10][N:11]2[C:29]([C:28]([F:39])([F:38])[F:27])=[N:1][N:2]=[C:5]12. The catalyst class is: 4.